This data is from Full USPTO retrosynthesis dataset with 1.9M reactions from patents (1976-2016). The task is: Predict the reactants needed to synthesize the given product. (1) Given the product [Cl:11][C:12]1[CH:19]=[C:16]([CH2:17][N:8]2[CH2:9][CH2:10][N:5]([S:2]([CH3:1])(=[O:4])=[O:3])[CH2:6][CH2:7]2)[CH:15]=[N:14][C:13]=1[Cl:20], predict the reactants needed to synthesize it. The reactants are: [CH3:1][S:2]([N:5]1[CH2:10][CH2:9][NH:8][CH2:7][CH2:6]1)(=[O:4])=[O:3].[Cl:11][C:12]1[C:13]([Cl:20])=[N:14][CH:15]=[C:16]([CH:19]=1)[CH:17]=O.CCO.C([BH3-])#N.[Na+]. (2) Given the product [CH3:1][O:2][C:3]1[CH:4]=[C:5]([CH:11]=[CH:12][C:13]=1[O:14][CH3:15])[CH2:6][C:7](=[CH2:10])[C:8]([OH:17])=[O:9], predict the reactants needed to synthesize it. The reactants are: [CH3:1][O:2][C:3]1[CH:4]=[C:5]([CH:11]=[CH:12][C:13]=1[O:14][CH3:15])[CH2:6][C:7](=[CH2:10])[CH:8]=[O:9].Cl([O-])=[O:17].[Na+]. (3) Given the product [O:5]1[C:14]2[C:9](=[CH:10][CH:11]=[CH:12][CH:13]=2)[C:8]([C:15]2[CH:23]=[CH:22][C:18]([C:19]([Cl:3])=[O:20])=[CH:17][CH:16]=2)=[CH:7][CH2:6]1, predict the reactants needed to synthesize it. The reactants are: S(Cl)([Cl:3])=O.[O:5]1[C:14]2[C:9](=[CH:10][CH:11]=[CH:12][CH:13]=2)[C:8]([C:15]2[CH:23]=[CH:22][C:18]([C:19](O)=[O:20])=[CH:17][CH:16]=2)=[CH:7][CH2:6]1. (4) Given the product [NH2:24][C:22]([C:21]1[CH:25]=[CH:26][C:18]([O:17][CH2:8][C:9]([O:11][CH2:12][CH3:13])=[O:10])=[CH:19][CH:20]=1)=[O:23], predict the reactants needed to synthesize it. The reactants are: C(=O)([O-])[O-].[K+].[K+].Br[CH2:8][C:9]([O:11][CH2:12][CH3:13])=[O:10].C(#N)C.[OH:17][C:18]1[CH:26]=[CH:25][C:21]([C:22]([NH2:24])=[O:23])=[CH:20][CH:19]=1. (5) Given the product [CH3:26][O:27][C:28]1[CH:29]=[C:30](/[C:31](=[CH:23]/[C:21]2[S:22][C:18]([N:17]([CH2:16][CH2:15][OH:14])[CH3:25])=[CH:19][CH:20]=2)/[C:32]#[N:33])[CH:34]=[CH:35][C:36]=1[O:37][CH3:38], predict the reactants needed to synthesize it. The reactants are: CNCCO.BrC1SC(C=O)=CC=1.[OH:14][CH2:15][CH2:16][N:17]([CH3:25])[C:18]1[S:22][C:21]([CH:23]=O)=[CH:20][CH:19]=1.[CH3:26][O:27][C:28]1[CH:29]=[C:30]([CH:34]=[CH:35][C:36]=1[O:37][CH3:38])[CH2:31][C:32]#[N:33]. (6) Given the product [CH:19]1([O:18][C:14]2[N:13]=[C:12]([NH:10][CH2:9][C:6]3[CH:7]=[CH:8][C:3]([O:2][CH3:1])=[CH:4][CH:5]=3)[CH:17]=[CH:16][CH:15]=2)[CH2:24][CH2:23][CH2:22][CH2:21][CH2:20]1, predict the reactants needed to synthesize it. The reactants are: [CH3:1][O:2][C:3]1[CH:8]=[CH:7][C:6]([CH2:9][NH2:10])=[CH:5][CH:4]=1.Cl[C:12]1[CH:17]=[CH:16][CH:15]=[C:14]([O:18][CH:19]2[CH2:24][CH2:23][CH2:22][CH2:21][CH2:20]2)[N:13]=1. (7) Given the product [C:22]([C:9]1[CH:10]=[N:11][C:12]2[C:17]([C:8]=1[C:4]1[CH:3]=[C:2]([NH:1][S:38]([C:35]3[CH:34]=[CH:33][C:32]([C:31]([F:30])([F:42])[F:43])=[CH:37][CH:36]=3)(=[O:40])=[O:39])[CH:7]=[CH:6][CH:5]=1)=[CH:16][CH:15]=[CH:14][C:13]=2[C:18]([F:21])([F:19])[F:20])(=[O:23])[C:24]1[CH:25]=[CH:26][CH:27]=[CH:28][CH:29]=1, predict the reactants needed to synthesize it. The reactants are: [NH2:1][C:2]1[CH:3]=[C:4]([C:8]2[C:17]3[C:12](=[C:13]([C:18]([F:21])([F:20])[F:19])[CH:14]=[CH:15][CH:16]=3)[N:11]=[CH:10][C:9]=2[C:22]([C:24]2[CH:29]=[CH:28][CH:27]=[CH:26][CH:25]=2)=[O:23])[CH:5]=[CH:6][CH:7]=1.[F:30][C:31]([F:43])([F:42])[C:32]1[CH:37]=[CH:36][C:35]([S:38](Cl)(=[O:40])=[O:39])=[CH:34][CH:33]=1.